This data is from Full USPTO retrosynthesis dataset with 1.9M reactions from patents (1976-2016). The task is: Predict the reactants needed to synthesize the given product. (1) Given the product [Cl:34][C:31]1[CH:32]=[CH:33][C:28]([CH2:27][N:26]2[C:25]3[CH:35]=[CH:36][CH:37]=[CH:38][C:24]=3[N:23]=[C:22]2[NH:1][CH2:2][CH2:3][CH2:4][N:5]2[CH2:10][CH2:9][CH:8]([C:11]3[CH:12]=[C:13]([NH:17][C:18](=[O:20])[CH3:19])[CH:14]=[CH:15][CH:16]=3)[CH2:7][CH2:6]2)=[CH:29][CH:30]=1, predict the reactants needed to synthesize it. The reactants are: [NH2:1][CH2:2][CH2:3][CH2:4][N:5]1[CH2:10][CH2:9][CH:8]([C:11]2[CH:12]=[C:13]([NH:17][C:18](=[O:20])[CH3:19])[CH:14]=[CH:15][CH:16]=2)[CH2:7][CH2:6]1.Cl[C:22]1[N:26]([CH2:27][C:28]2[CH:33]=[CH:32][C:31]([Cl:34])=[CH:30][CH:29]=2)[C:25]2[CH:35]=[CH:36][CH:37]=[CH:38][C:24]=2[N:23]=1. (2) Given the product [C:18]1([CH:13]2[C:12](=[O:24])[C:11]3[C:16](=[CH:17][C:8]([O:7][C:1](=[O:6])[C:2]([CH3:4])([CH3:3])[CH3:5])=[CH:9][C:10]=3[OH:25])[O:15][CH2:14]2)[CH:19]=[CH:20][CH:21]=[CH:22][CH:23]=1, predict the reactants needed to synthesize it. The reactants are: [C:1]([O:7][C:8]1[CH:17]=[C:16]2[C:11]([C:12](=[O:24])[C:13]([C:18]3[CH:23]=[CH:22][CH:21]=[CH:20][CH:19]=3)=[CH:14][O:15]2)=[C:10]([OH:25])[CH:9]=1)(=[O:6])[C:2]([CH3:5])([CH3:4])[CH3:3]. (3) Given the product [ClH:18].[CH3:20][O:4][C:3](=[O:5])[CH:2]([NH2:1])[CH2:6][C:7]1[C:15]2[C:10](=[N:11][CH:12]=[CH:13][CH:14]=2)[NH:9][CH:8]=1, predict the reactants needed to synthesize it. The reactants are: [NH2:1][CH:2]([CH2:6][C:7]1[C:15]2[C:10](=[N:11][CH:12]=[CH:13][CH:14]=2)[NH:9][CH:8]=1)[C:3]([OH:5])=[O:4].O=S(Cl)[Cl:18].[CH3:20]O. (4) Given the product [CH3:1][C:2]1[CH:7]=[CH:6][CH:5]=[C:4]([CH3:8])[C:3]=1[O:9][CH2:23][CH2:22][C:12]1[N:13]=[C:14]([C:16]2[CH:21]=[CH:20][CH:19]=[CH:18][CH:17]=2)[O:15][C:11]=1[CH3:10], predict the reactants needed to synthesize it. The reactants are: [CH3:1][C:2]1[CH:7]=[CH:6][CH:5]=[C:4]([CH3:8])[C:3]=1[OH:9].[CH3:10][C:11]1[O:15][C:14]([C:16]2[CH:21]=[CH:20][CH:19]=[CH:18][CH:17]=2)=[N:13][C:12]=1[CH2:22][CH2:23]O.C1(P(C2C=CC=CC=2)C2C=CC=CC=2)C=CC=CC=1.N(C(OCC)=O)=NC(OCC)=O. (5) Given the product [CH2:35]([NH:37][C:23]([C:16]1[C:15]2[CH2:14][N:13]([CH2:12][C:11]3[CH:32]=[CH:33][C:8]([C:6]([O:5][C:1]([CH3:4])([CH3:3])[CH3:2])=[O:7])=[C:9]([CH3:34])[CH:10]=3)[C:21](=[O:22])[C:20]=2[CH:19]=[CH:18][N:17]=1)=[O:25])[CH3:36], predict the reactants needed to synthesize it. The reactants are: [C:1]([O:5][C:6]([C:8]1[CH:33]=[CH:32][C:11]([CH2:12][N:13]2[C:21](=[O:22])[C:20]3[CH:19]=[CH:18][N:17]=[C:16]([C:23]([O:25]C4C=CC=CC=4)=O)[C:15]=3[CH2:14]2)=[CH:10][C:9]=1[CH3:34])=[O:7])([CH3:4])([CH3:3])[CH3:2].[CH2:35]([NH2:37])[CH3:36]. (6) Given the product [NH2:14][CH2:13][CH:2]([CH3:1])[CH2:3][C:4]([C:7]1[CH:8]=[N:9][CH:10]=[CH:11][CH:12]=1)([OH:6])[CH3:5], predict the reactants needed to synthesize it. The reactants are: [CH3:1][CH:2]([CH2:13][N+:14]([O-])=O)[CH2:3][C:4]([C:7]1[CH:8]=[N:9][CH:10]=[CH:11][CH:12]=1)([OH:6])[CH3:5]. (7) Given the product [F:1][C:2]1[C:7]([C:8]([F:11])([F:10])[F:9])=[CH:6][CH:5]=[CH:4][C:3]=1[NH:12][C:13](=[O:14])[NH2:22], predict the reactants needed to synthesize it. The reactants are: [F:1][C:2]1[C:7]([C:8]([F:11])([F:10])[F:9])=[CH:6][CH:5]=[CH:4][C:3]=1[N:12]=[C:13]=[O:14].C([N:22]1[C@@H]2[C@@](C3C=CC(OC)=C(OC)C=3)(CC[C@@H](N)C2)CC1)C1C=CC=CC=1. (8) Given the product [CH2:1]([O:3][C:4](=[O:19])/[CH:5]=[C:6](/[CH3:18])\[CH:7]=[CH:8]\[CH:9]=[CH:42]\[C:34]1([CH2:44][CH2:45][CH2:46][CH2:47][CH3:48])[CH2:33][C:32]2[C:31]([CH3:30])([CH3:49])[CH2:39][CH2:38][C:37]([CH3:41])([CH3:40])[C:36]=2[CH2:35]1)[CH3:2].[CH2:1]([O:3][C:4](=[O:19])/[CH:5]=[C:6](\[CH3:18])/[CH:7]=[CH:8]/[CH:9]=[CH:42]/[C:34]1([CH2:44][CH2:45][CH2:46][CH2:47][CH3:48])[CH2:33][C:32]2[C:31]([CH3:30])([CH3:49])[CH2:39][CH2:38][C:37]([CH3:41])([CH3:40])[C:36]=2[CH2:35]1)[CH3:2], predict the reactants needed to synthesize it. The reactants are: [CH2:1]([O:3][C:4](=[O:19])[CH:5]=[C:6]([CH3:18])[CH:7]=[CH:8][CH2:9]P(OCC)(OCC)=O)[CH3:2].C[Si]([N-][Si](C)(C)C)(C)C.[Li+].[CH3:30][C:31]1([CH3:49])[CH2:39][CH2:38][C:37]([CH3:41])([CH3:40])[C:36]2[CH2:35][C:34]([CH2:44][CH2:45][CH2:46][CH2:47][CH3:48])([CH:42]=O)[CH2:33][C:32]1=2.Cl.